This data is from Reaction yield outcomes from USPTO patents with 853,638 reactions. The task is: Predict the reaction yield, written as a fraction of the theoretical maximum amount of product (1.0 means a 100% yield; for example, 0.34 means a 34% yield). (1) The reactants are [F:1][C:2]1[CH:7]=[CH:6][CH:5]=[CH:4][C:3]=1[CH:8]=[CH:9][C:10]([NH:12][C@@H:13]([C:24]([O:26]C)=[O:25])[CH2:14][C:15]1[C:23]2[C:18](=[CH:19][CH:20]=[CH:21][CH:22]=2)[NH:17][CH:16]=1)=[O:11].[OH-].[Na+]. The catalyst is CO. The product is [F:1][C:2]1[CH:7]=[CH:6][CH:5]=[CH:4][C:3]=1[CH:8]=[CH:9][C:10]([NH:12][C@@H:13]([C:24]([OH:26])=[O:25])[CH2:14][C:15]1[C:23]2[C:18](=[CH:19][CH:20]=[CH:21][CH:22]=2)[NH:17][CH:16]=1)=[O:11]. The yield is 0.950. (2) The reactants are F[C:2]1[CH:7]=[C:6]([C:8]2[C:16]3[C:11](=[CH:12][CH:13]=[C:14]([N+:17]([O-:19])=[O:18])[CH:15]=3)[N:10]([C:20]([C:33]3[CH:38]=[CH:37][CH:36]=[CH:35][CH:34]=3)([C:27]3[CH:32]=[CH:31][CH:30]=[CH:29][CH:28]=3)[C:21]3[CH:26]=[CH:25][CH:24]=[CH:23][CH:22]=3)[N:9]=2)[CH:5]=[CH:4][N:3]=1.[CH2:39]([NH2:41])[CH3:40]. The catalyst is C1COCC1. The product is [CH2:39]([NH:41][C:2]1[CH:7]=[C:6]([C:8]2[C:16]3[C:11](=[CH:12][CH:13]=[C:14]([N+:17]([O-:19])=[O:18])[CH:15]=3)[N:10]([C:20]([C:21]3[CH:22]=[CH:23][CH:24]=[CH:25][CH:26]=3)([C:33]3[CH:34]=[CH:35][CH:36]=[CH:37][CH:38]=3)[C:27]3[CH:28]=[CH:29][CH:30]=[CH:31][CH:32]=3)[N:9]=2)[CH:5]=[CH:4][N:3]=1)[CH3:40]. The yield is 0.360. (3) The reactants are [NH2:1][C:2]1[CH:3]=[CH:4][C:5]([O:29][CH3:30])=[C:6]([CH:28]=1)[CH2:7][N:8]1[CH2:13][CH2:12][C:11](=[O:14])[CH:10]([CH:15]([C:22]2[CH:27]=[CH:26][CH:25]=[CH:24][CH:23]=2)[C:16]2[CH:21]=[CH:20][CH:19]=[CH:18][CH:17]=2)[CH2:9]1.[CH2:31]([CH2:35][C:36](=O)[CH3:37])[C:32]([CH3:34])=O.C([O-])(=O)C.[Na+].C(=O)([O-])O.[Na+]. The catalyst is C(O)(=O)C. The product is [CH:15]([CH:10]1[C:11](=[O:14])[CH2:12][CH2:13][N:8]([CH2:7][C:6]2[CH:28]=[C:2]([N:1]3[C:36]([CH3:37])=[CH:35][CH:31]=[C:32]3[CH3:34])[CH:3]=[CH:4][C:5]=2[O:29][CH3:30])[CH2:9]1)([C:22]1[CH:27]=[CH:26][CH:25]=[CH:24][CH:23]=1)[C:16]1[CH:21]=[CH:20][CH:19]=[CH:18][CH:17]=1. The yield is 0.630. (4) The reactants are [C:1]([O:5][C:6](=[O:15])[NH:7][C:8]1[CH:13]=[CH:12][N:11]=[C:10]([Cl:14])[CH:9]=1)([CH3:4])([CH3:3])[CH3:2].[Li]C(C)(C)C.[CH2:21]1[O:23][CH2:22]1. The catalyst is C1COCC1. The product is [C:1]([O:5][C:6](=[O:15])[NH:7][C:8]1[CH:13]=[CH:12][N:11]=[C:10]([Cl:14])[C:9]=1[CH2:21][CH2:22][OH:23])([CH3:4])([CH3:2])[CH3:3]. The yield is 0.200. (5) The product is [ClH:27].[CH3:1][S:2]([CH2:5][CH2:6][CH2:7][O:8][N:34]1[CH:33]=[C:42]2[C:37]([CH:38]=[CH:39][CH:40]=[CH:41]2)=[N:36][CH2:35]1)(=[O:4])=[O:3]. The reactants are [CH3:1][S:2]([CH2:5][CH2:6][CH2:7][OH:8])(=[O:4])=[O:3].N(C(N1CCCCC1)=O)=NC(N1CCCCC1)=O.[Cl:27]C1C=CC(N[C:33]2[C:42]3[C:37](=[CH:38][C:39](O)=[C:40](OC)[CH:41]=3)[N:36]=[CH:35][N:34]=2)=C(F)C=1.C(P(CCCC)CCCC)CCC.Cl. The catalyst is C(Cl)Cl.CC(C)=O.CO.C(Cl)Cl. The yield is 0.290. (6) The reactants are O=[C:2]1[C:11]2[CH:10]=[CH:9][CH:8]=[C:7]3[NH:12][CH:13](C4C=CC(C=O)=CC=4)[CH:14](C4C=CC(C=O)=CC=4)[C:5]([C:6]=23)=[N:4][NH:3]1.[BH4-].[Na+].[CH3:33][OH:34]. No catalyst specified. The product is [CH3:13][NH:12][CH2:7][C:6]1[CH:11]=[CH:10][C:2]([N:3]2[N:4]=[C:5]3[CH2:14][CH2:13][NH:12][C:7]4[C:6]3=[C:11]([CH:10]=[CH:9][CH:8]=4)[C:33]2=[O:34])=[CH:14][CH:5]=1. The yield is 0.330.